Dataset: Catalyst prediction with 721,799 reactions and 888 catalyst types from USPTO. Task: Predict which catalyst facilitates the given reaction. (1) Reactant: [CH:1]1([S:4]([O-:6])=[O:5])[CH2:3][CH2:2]1.[Na+].Br[CH2:9][C:10]1[CH:15]=[CH:14][CH:13]=[C:12]([N+:16]([O-:18])=[O:17])[CH:11]=1. Product: [CH:1]1([S:4]([CH2:9][C:10]2[CH:15]=[CH:14][CH:13]=[C:12]([N+:16]([O-:18])=[O:17])[CH:11]=2)(=[O:6])=[O:5])[CH2:3][CH2:2]1. The catalyst class is: 47. (2) Reactant: [Cl:1][C:2]1[CH:3]=[CH:4][C:5]([NH:8][C:9]([C:11]2[CH:16]=[C:15]([Cl:17])[CH:14]=[C:13]([O:18][CH3:19])[C:12]=2[NH2:20])=[O:10])=[N:6][CH:7]=1.[C:21]([C:23]1[CH:31]=[CH:30][C:26]([C:27](Cl)=[O:28])=[C:25](F)[CH:24]=1)#[N:22].CCCCCC. Product: [Cl:1][C:2]1[CH:3]=[CH:4][C:5]([NH:8][C:9]([C:11]2[CH:16]=[C:15]([Cl:17])[CH:14]=[C:13]([O:18][CH3:19])[C:12]=2[NH:20][C:27]([C:26]2[CH:30]=[CH:31][C:23]([C:21]#[N:22])=[CH:24][CH:25]=2)=[O:28])=[O:10])=[N:6][CH:7]=1. The catalyst class is: 1.